From a dataset of NCI-60 drug combinations with 297,098 pairs across 59 cell lines. Regression. Given two drug SMILES strings and cell line genomic features, predict the synergy score measuring deviation from expected non-interaction effect. (1) Drug 1: C1=CC(=CC=C1CC(C(=O)O)N)N(CCCl)CCCl.Cl. Drug 2: CC=C1C(=O)NC(C(=O)OC2CC(=O)NC(C(=O)NC(CSSCCC=C2)C(=O)N1)C(C)C)C(C)C. Cell line: HL-60(TB). Synergy scores: CSS=70.4, Synergy_ZIP=-0.680, Synergy_Bliss=-4.55, Synergy_Loewe=-36.4, Synergy_HSA=-4.73. (2) Drug 1: C1CN1C2=NC(=NC(=N2)N3CC3)N4CC4. Drug 2: CC1=CC2C(CCC3(C2CCC3(C(=O)C)OC(=O)C)C)C4(C1=CC(=O)CC4)C. Cell line: SN12C. Synergy scores: CSS=48.7, Synergy_ZIP=-4.41, Synergy_Bliss=-2.08, Synergy_Loewe=-3.52, Synergy_HSA=3.22. (3) Drug 1: C1=NC2=C(N1)C(=S)N=CN2. Drug 2: C1CN(P(=O)(OC1)NCCCl)CCCl. Cell line: MALME-3M. Synergy scores: CSS=16.1, Synergy_ZIP=-4.90, Synergy_Bliss=0.283, Synergy_Loewe=-41.6, Synergy_HSA=-0.304. (4) Drug 1: C1CCC(CC1)NC(=O)N(CCCl)N=O. Drug 2: C(=O)(N)NO. Cell line: OVCAR-8. Synergy scores: CSS=10.2, Synergy_ZIP=-7.79, Synergy_Bliss=-5.08, Synergy_Loewe=-11.6, Synergy_HSA=-5.51. (5) Drug 1: CC1=CC=C(C=C1)C2=CC(=NN2C3=CC=C(C=C3)S(=O)(=O)N)C(F)(F)F. Drug 2: CN1C2=C(C=C(C=C2)N(CCCl)CCCl)N=C1CCCC(=O)O.Cl. Cell line: 786-0. Synergy scores: CSS=5.63, Synergy_ZIP=0.697, Synergy_Bliss=3.83, Synergy_Loewe=-0.566, Synergy_HSA=1.90.